This data is from Catalyst prediction with 721,799 reactions and 888 catalyst types from USPTO. The task is: Predict which catalyst facilitates the given reaction. (1) Reactant: [NH2:1][C:2]1[N:10]=[CH:9][N:8]=[C:7]2[C:3]=1[N:4]=[CH:5][N:6]2[C@H:11]1[C@@H:15]2[O:16]C(C)(C)[O:18][C@@H:14]2[C@@H:13]([CH2:21][N:22]([CH3:38])[CH2:23][CH2:24][CH2:25][NH:26][C:27]([NH:29][C:30]2[CH:35]=[CH:34][CH:33]=[C:32]([CH2:36][CH3:37])[CH:31]=2)=[O:28])[O:12]1.C([O-])([O-])=O.[K+].[K+].O. Product: [NH2:1][C:2]1[N:10]=[CH:9][N:8]=[C:7]2[C:3]=1[N:4]=[CH:5][N:6]2[C@@H:11]1[O:12][C@H:13]([CH2:21][N:22]([CH3:38])[CH2:23][CH2:24][CH2:25][NH:26][C:27]([NH:29][C:30]2[CH:35]=[CH:34][CH:33]=[C:32]([CH2:36][CH3:37])[CH:31]=2)=[O:28])[C@@H:14]([OH:18])[C@H:15]1[OH:16]. The catalyst class is: 67. (2) Reactant: CN(C(ON1N=NC2C=CC=CC1=2)=[N+](C)C)C.[B-](F)(F)(F)F.C(N(CC)CC)C.Cl.[CH3:31][C:32]1[NH:36][CH:35]=[N:34][C:33]=1[CH2:37][CH2:38][C:39]([OH:41])=O.[NH2:42][C@H:43]([CH2:62][C:63]1[CH:68]=[CH:67][C:66]([O:69][CH3:70])=[CH:65][CH:64]=1)[C:44]([N:46]1[CH2:49][C:48]([O:57][CH2:58][C:59]#[C:60][CH3:61])([C:50]2[CH:55]=[CH:54][CH:53]=[CH:52][C:51]=2[CH3:56])[CH2:47]1)=[O:45].[OH-].[Na+]. Product: [CH2:58]([O:57][C:48]1([C:50]2[CH:55]=[CH:54][CH:53]=[CH:52][C:51]=2[CH3:56])[CH2:49][N:46]([C:44](=[O:45])[C@H:43]([NH:42][C:39](=[O:41])[CH2:38][CH2:37][C:33]2[N:34]=[CH:35][NH:36][C:32]=2[CH3:31])[CH2:62][C:63]2[CH:68]=[CH:67][C:66]([O:69][CH3:70])=[CH:65][CH:64]=2)[CH2:47]1)[C:59]#[C:60][CH3:61]. The catalyst class is: 9. (3) Reactant: [N:1]1[CH:6]=[CH:5][CH:4]=[CH:3][C:2]=1[C:7]1[O:11][N:10]=[C:9]([C:12]([O:14][CH2:15][CH3:16])=[O:13])[C:8]=1[CH:17]=[CH2:18]. Product: [CH2:17]([C:8]1[C:9]([C:12]([O:14][CH2:15][CH3:16])=[O:13])=[N:10][O:11][C:7]=1[C:2]1[CH:3]=[CH:4][CH:5]=[CH:6][N:1]=1)[CH3:18]. The catalyst class is: 29. (4) Reactant: [CH2:1]([O:3][C:4](=[O:18])[CH2:5][C:6](=O)[CH2:7][S:8][C:9]1[CH:14]=[CH:13][CH:12]=[C:11]([O:15][CH3:16])[CH:10]=1)[CH3:2]. Product: [CH2:1]([O:3][C:4](=[O:18])[CH2:5][C:6]1[C:14]2[CH:13]=[CH:12][C:11]([O:15][CH3:16])=[CH:10][C:9]=2[S:8][CH:7]=1)[CH3:2].[CH2:1]([O:3][C:4](=[O:18])[CH2:5][C:6]1[C:10]2[C:11]([O:15][CH3:16])=[CH:12][CH:13]=[CH:14][C:9]=2[S:8][CH:7]=1)[CH3:2]. The catalyst class is: 501. (5) Reactant: [CH2:1]([C@@H:8]1[NH:13][CH2:12][CH2:11][N:10]([CH2:14][C:15]2[CH:20]=[CH:19][C:18]([C:21]3[CH:26]=[C:25]([CH3:27])[CH:24]=[CH:23][C:22]=3[Cl:28])=[CH:17][CH:16]=2)[CH2:9]1)[C:2]1[CH:7]=[CH:6][CH:5]=[CH:4][CH:3]=1.[C:29](Cl)(=[O:31])[CH3:30].C(N(CC)C(C)C)(C)C. Product: [CH2:1]([C@H:8]1[CH2:9][N:10]([CH2:14][C:15]2[CH:20]=[CH:19][C:18]([C:21]3[CH:26]=[C:25]([CH3:27])[CH:24]=[CH:23][C:22]=3[Cl:28])=[CH:17][CH:16]=2)[CH2:11][CH2:12][N:13]1[C:29](=[O:31])[CH3:30])[C:2]1[CH:7]=[CH:6][CH:5]=[CH:4][CH:3]=1. The catalyst class is: 76. (6) Reactant: [Cl:1][C:2]1[CH:7]=[C:6]([NH2:8])[C:5]([C:9]#[C:10][Si](C)(C)C)=[CH:4][N:3]=1.CC(C)([O-])C.[K+]. Product: [Cl:1][C:2]1[N:3]=[CH:4][C:5]2[CH:9]=[CH:10][NH:8][C:6]=2[CH:7]=1. The catalyst class is: 18. (7) Reactant: [CH3:1][S:2]([C:5]1[CH:10]=[CH:9][C:8](/[C:11](/[C:17]2[NH:25][C:20]3=[N:21][CH:22]=[CH:23][CH:24]=[C:19]3[CH:18]=2)=[CH:12]\[C:13]([CH3:16])([CH3:15])[CH3:14])=[CH:7][CH:6]=1)(=[O:4])=[O:3]. Product: [CH3:1][S:2]([C:5]1[CH:10]=[CH:9][C:8]([CH:11]([C:17]2[NH:25][C:20]3=[N:21][CH:22]=[CH:23][CH:24]=[C:19]3[CH:18]=2)[CH2:12][C:13]([CH3:16])([CH3:15])[CH3:14])=[CH:7][CH:6]=1)(=[O:3])=[O:4]. The catalyst class is: 43. (8) Reactant: [N:1]1[N:5]2[CH:6]=[CH:7][C:8]([CH2:10][N:11]3[C:15]4=[N:16][C:17]([C:20]5[CH:21]=[N:22][N:23]([CH2:25][CH2:26][O:27]C6CCCCO6)[CH:24]=5)=[CH:18][N:19]=[C:14]4[N:13]=[N:12]3)=[CH:9][C:4]2=[CH:3][CH:2]=1.N1C2=NC=CC=C2C(CN2C3=NC(C4C=NN(C)C=4)=CN=C3N=N2)=C1.C1C(=O)N(Br)C(=O)C1. Product: [N:1]1[N:5]2[CH:6]=[CH:7][C:8]([CH2:10][N:11]3[C:15]4=[N:16][C:17]([C:20]5[CH:21]=[N:22][N:23]([CH2:25][CH2:26][OH:27])[CH:24]=5)=[CH:18][N:19]=[C:14]4[N:13]=[N:12]3)=[CH:9][C:4]2=[CH:3][CH:2]=1. The catalyst class is: 22. (9) The catalyst class is: 25. Reactant: F[C:2]1[N:28]=[CH:27][CH:26]=[CH:25][C:3]=1[C:4]([NH:6][C:7]1[CH:12]=[C:11]([C:13]([F:16])([F:15])[F:14])[CH:10]=[C:9]([O:17][CH2:18][CH:19]2[CH2:23][CH2:22][CH2:21][N:20]2[CH3:24])[CH:8]=1)=[O:5].[F:29][C:30]1[CH:37]=[CH:36][C:33]([CH2:34][NH2:35])=[CH:32][CH:31]=1. Product: [F:29][C:30]1[CH:37]=[CH:36][C:33]([CH2:34][NH:35][C:2]2[N:28]=[CH:27][CH:26]=[CH:25][C:3]=2[C:4]([NH:6][C:7]2[CH:12]=[C:11]([C:13]([F:15])([F:14])[F:16])[CH:10]=[C:9]([O:17][CH2:18][C@@H:19]3[CH2:23][CH2:22][CH2:21][N:20]3[CH3:24])[CH:8]=2)=[O:5])=[CH:32][CH:31]=1.